Dataset: Catalyst prediction with 721,799 reactions and 888 catalyst types from USPTO. Task: Predict which catalyst facilitates the given reaction. (1) Reactant: Cl[C:2]1[N:3]=[C:4]([N:14]2[CH2:19][CH2:18][O:17][CH2:16][C@@H:15]2[CH3:20])[C:5]2[CH2:11][S:10](=[O:13])(=[O:12])[CH2:9][CH2:8][C:6]=2[N:7]=1.[CH:21]1([NH:24][C:25]([NH:27][C:28]2[CH:33]=[CH:32][C:31](B3OC(C)(C)C(C)(C)O3)=[CH:30][CH:29]=2)=[O:26])[CH2:23][CH2:22]1.C([O-])([O-])=O.[Na+].[Na+]. Product: [CH:21]1([NH:24][C:25]([NH:27][C:28]2[CH:33]=[CH:32][C:31]([C:2]3[N:3]=[C:4]([N:14]4[CH2:19][CH2:18][O:17][CH2:16][C@@H:15]4[CH3:20])[C:5]4[CH2:11][S:10](=[O:13])(=[O:12])[CH2:9][CH2:8][C:6]=4[N:7]=3)=[CH:30][CH:29]=2)=[O:26])[CH2:23][CH2:22]1. The catalyst class is: 622. (2) Reactant: Br[C:2]1[C:11]2[C:6](=[C:7]([F:12])[CH:8]=[CH:9][CH:10]=2)[N:5]=[C:4]([C:13]([O:15]C)=[O:14])[CH:3]=1.[F:17][C:18]1[CH:23]=[CH:22][C:21](B(O)O)=[CH:20][CH:19]=1.C([O-])([O-])=O.[Na+].[Na+].C(=O)([O-])O.[Na+]. Product: [F:12][C:7]1[CH:8]=[CH:9][CH:10]=[C:11]2[C:6]=1[N:5]=[C:4]([C:13]([OH:15])=[O:14])[CH:3]=[C:2]2[C:21]1[CH:22]=[CH:23][C:18]([F:17])=[CH:19][CH:20]=1. The catalyst class is: 203. (3) Reactant: Br[C:2]1[CH:6]=[C:5]([C:7]2[CH:12]=[CH:11][CH:10]=[C:9]([C:13]([F:16])([F:15])[F:14])[CH:8]=2)[S:4][C:3]=1[CH3:17].C([Li])CCC.CN(C)[CH:25]=[O:26].Cl. Product: [CH3:17][C:3]1[S:4][C:5]([C:7]2[CH:12]=[CH:11][CH:10]=[C:9]([C:13]([F:16])([F:15])[F:14])[CH:8]=2)=[CH:6][C:2]=1[CH:25]=[O:26]. The catalyst class is: 7. (4) Reactant: [NH2:1][C:2]1[CH:6]=[C:5]([C:7]2[CH:12]=[CH:11][N:10]=[CH:9][CH:8]=2)[S:4][C:3]=1[C:13]([NH2:15])=[O:14].O.[C:17]1(C)[CH:22]=CC(S(O)(=O)=O)=C[CH:18]=1.CC(C)=O. Product: [CH3:18][C:17]1([CH3:22])[NH:1][C:2]2[CH:6]=[C:5]([C:7]3[CH:8]=[CH:9][N:10]=[CH:11][CH:12]=3)[S:4][C:3]=2[C:13](=[O:14])[NH:15]1. The catalyst class is: 11. (5) Reactant: [CH3:1][N:2]([CH3:41])[CH2:3][CH2:4][N:5]1[C:13](=[O:14])[C:12]2[CH:11]=[C:10]3[NH:15][C:16]([C:18]4[C:19](=[O:38])[NH:20][CH:21]=[CH:22][C:23]=4[NH:24][CH:25]([CH3:37])[CH2:26][C:27]4[C:32]([F:33])=[C:31]([F:34])[CH:30]=[C:29]([F:35])[C:28]=4[F:36])=[N:17][C:9]3=[C:8]([CH3:39])[C:7]=2[C:6]1=O. Product: [CH3:41][N:2]([CH3:1])[CH2:3][CH2:4][N:5]1[CH2:6][C:7]2[C:8]([CH3:39])=[C:9]3[N:17]=[C:16]([C:18]4[C:19](=[O:38])[NH:20][CH:21]=[CH:22][C:23]=4[NH:24][CH:25]([CH3:37])[CH2:26][C:27]4[C:28]([F:36])=[C:29]([F:35])[CH:30]=[C:31]([F:34])[C:32]=4[F:33])[NH:15][C:10]3=[CH:11][C:12]=2[C:13]1=[O:14]. The catalyst class is: 763. (6) Reactant: [Cl:1][C:2]1[N:3]=[CH:4][N:5](COCC[Si](C)(C)C)[C:6]=1[C:7]([NH:9][CH2:10][C:11]1[CH:16]=[CH:15][C:14]([Cl:17])=[C:13]([O:18][C:19]2[CH:24]=[C:23](/[CH:25]=[CH:26]/[C:27]#[N:28])[CH:22]=[C:21]([Cl:29])[CH:20]=2)[C:12]=1[F:30])=[O:8].C(O)(C(F)(F)F)=O. Product: [Cl:1][C:2]1[N:3]=[CH:4][NH:5][C:6]=1[C:7]([NH:9][CH2:10][C:11]1[CH:16]=[CH:15][C:14]([Cl:17])=[C:13]([O:18][C:19]2[CH:24]=[C:23](/[CH:25]=[CH:26]/[C:27]#[N:28])[CH:22]=[C:21]([Cl:29])[CH:20]=2)[C:12]=1[F:30])=[O:8]. The catalyst class is: 2. (7) Reactant: S(Cl)([Cl:3])=O.[CH2:5]([C:9]1[CH:16]=[CH:15][C:12]([CH2:13]O)=[CH:11][CH:10]=1)[CH2:6][CH2:7][CH3:8]. Product: [Cl:3][CH2:13][C:12]1[CH:15]=[CH:16][C:9]([CH2:5][CH2:6][CH2:7][CH3:8])=[CH:10][CH:11]=1. The catalyst class is: 28. (8) Reactant: [S:1]1[C:5]2[CH:6]=[CH:7][CH:8]=[CH:9][C:4]=2[N:3]=[C:2]1[C:10]1[C:11](=[O:26])[O:12][C:13]2[C:18]([CH:19]=1)=[CH:17][CH:16]=[C:15]([N:20]1[CH2:25][CH2:24][NH:23][CH2:22][CH2:21]1)[CH:14]=2.C(=O)([O-])[O-].[Cs+].[Cs+].I[CH2:34][CH2:35][OH:36]. Product: [S:1]1[C:5]2[CH:6]=[CH:7][CH:8]=[CH:9][C:4]=2[N:3]=[C:2]1[C:10]1[C:11](=[O:26])[O:12][C:13]2[C:18]([CH:19]=1)=[CH:17][CH:16]=[C:15]([N:20]1[CH2:25][CH2:24][N:23]([CH2:34][CH2:35][OH:36])[CH2:22][CH2:21]1)[CH:14]=2. The catalyst class is: 3. (9) Reactant: [CH2:1]([C:3]1[CH:4]=[N:5][C:6]([C:9]2[CH:14]=[CH:13][C:12]([CH2:15][CH2:16][CH2:17][O:18][C:19]3[CH:20]=[C:21]4[C:26](=[CH:27][CH:28]=3)[CH2:25][N:24](C(OC(C)(C)C)=O)[CH2:23][CH2:22]4)=[CH:11][CH:10]=2)=[N:7][CH:8]=1)[CH3:2].OC1C=C2C(=CC=1)CN(C(OC(C)(C)C)=O)CC2.C([O-])([O-])=O.[Cs+].[Cs+].CS(OCCCC1C=CC(C2N=CC(CC)=CN=2)=CC=1)(=O)=O. Product: [CH2:1]([C:3]1[CH:8]=[N:7][C:6]([C:9]2[CH:10]=[CH:11][C:12]([CH2:15][CH2:16][CH2:17][O:18][C:19]3[CH:20]=[C:21]4[C:26](=[CH:27][CH:28]=3)[CH2:25][NH:24][CH2:23][CH2:22]4)=[CH:13][CH:14]=2)=[N:5][CH:4]=1)[CH3:2]. The catalyst class is: 18. (10) Reactant: [F:1][C:2]1[CH:3]=[C:4]([OH:8])[CH:5]=[CH:6][CH:7]=1.[OH-:9].[K+].[CH2:11]=O.Cl. Product: [F:1][C:2]1[CH:3]=[C:4]([OH:8])[CH:5]=[CH:6][C:7]=1[CH2:11][OH:9]. The catalyst class is: 6.